From a dataset of Forward reaction prediction with 1.9M reactions from USPTO patents (1976-2016). Predict the product of the given reaction. (1) Given the reactants N[C:2]1([CH:26]2[C:31](=[O:32])[N:30]([CH3:33])[C:29](=[O:34])[N:28]([CH3:35])[C:27]2=[O:36])[C:10]2[N:9]=[C:8]3[CH:11]=[CH:12][CH:13]=[CH:14][C:7]3=[N:6][C:5]=2[C:4](=[C:15]2[C:20](=[O:21])[N:19]([CH3:22])[C:18](=[O:23])[N:17]([CH3:24])[C:16]2=[O:25])[NH:3]1.O, predict the reaction product. The product is: [CH3:33][N:30]1[C:31](=[O:32])[C:26](=[C:2]2[C:10]3[N:9]=[C:8]4[CH:11]=[CH:12][CH:13]=[CH:14][C:7]4=[N:6][C:5]=3[C:4](=[C:15]3[C:16](=[O:25])[N:17]([CH3:24])[C:18](=[O:23])[N:19]([CH3:22])[C:20]3=[O:21])[NH:3]2)[C:27](=[O:36])[N:28]([CH3:35])[C:29]1=[O:34]. (2) The product is: [F:33][C:30]1[CH:31]=[CH:32][C:27]([O:26][C:23]2[CH:24]=[CH:25][C:20]([S:17]([N:8]([CH2:9][C:10]([OH:12])=[O:11])[CH2:7][C:6](=[O:5])[NH:42][OH:43])(=[O:19])=[O:18])=[CH:21][CH:22]=2)=[CH:28][CH:29]=1. Given the reactants C([O:5][C:6](=O)[CH2:7][N:8]([S:17]([C:20]1[CH:25]=[CH:24][C:23]([O:26][C:27]2[CH:32]=[CH:31][C:30]([F:33])=[CH:29][CH:28]=2)=[CH:22][CH:21]=1)(=[O:19])=[O:18])[CH2:9][C:10]([O:12]C(C)(C)C)=[O:11])(C)(C)C.CN1CCOCC1.[NH2:42][OH:43].Cl.[OH-].[K+], predict the reaction product. (3) Given the reactants C[O:2][CH:3](OC)[C:4]1[CH:5]=[CH:6][C:7]([F:12])=[C:8]([CH:11]=1)[CH:9]=[O:10].[H-].[Al+3].[Li+].[H-].[H-].[H-].C(OCC)C.O, predict the reaction product. The product is: [F:12][C:7]1[CH:6]=[CH:5][C:4]([CH:3]=[O:2])=[CH:11][C:8]=1[CH2:9][OH:10]. (4) Given the reactants [C:1]([N:4]([C:12]1[C:16]2[CH:17]=[C:18]([C:21]3[CH:26]=[C:25]([Cl:27])[CH:24]=[CH:23][C:22]=3[O:28][C:29]3[CH:34]=[C:33]([F:35])[C:32]([S:36](=[O:55])(=[O:54])[N:37](CC4C=CC(OC)=CC=4OC)[C:38]4[S:42][N:41]=[CH:40][N:39]=4)=[CH:31][C:30]=3[F:56])[CH:19]=[CH:20][C:15]=2[O:14][N:13]=1)C(=O)OC(C)(C)C)(=[O:3])[CH3:2].FC(F)(F)C(O)=O, predict the reaction product. The product is: [S:42]1[C:38]([NH:37][S:36]([C:32]2[C:33]([F:35])=[CH:34][C:29]([O:28][C:22]3[CH:23]=[CH:24][C:25]([Cl:27])=[CH:26][C:21]=3[C:18]3[CH:19]=[CH:20][C:15]4[O:14][N:13]=[C:12]([NH:4][C:1](=[O:3])[CH3:2])[C:16]=4[CH:17]=3)=[C:30]([F:56])[CH:31]=2)(=[O:54])=[O:55])=[N:39][CH:40]=[N:41]1.